From a dataset of Catalyst prediction with 721,799 reactions and 888 catalyst types from USPTO. Predict which catalyst facilitates the given reaction. (1) Reactant: [Cl:1][C:2]1[CH:7]=[CH:6][C:5]([S:8]([NH:11][C@H:12]2[CH2:17][CH2:16][CH2:15][CH2:14][C@H:13]2[C:18]([NH2:20])=[O:19])(=[O:10])=[O:9])=[CH:4][CH:3]=1.Br[CH2:22][C:23]1[CH:28]=[CH:27][C:26]([O:29][C:30]([F:33])([F:32])[F:31])=[CH:25][CH:24]=1. Product: [Cl:1][C:2]1[CH:7]=[CH:6][C:5]([S:8]([N:11]([CH2:22][C:23]2[CH:28]=[CH:27][C:26]([O:29][C:30]([F:31])([F:32])[F:33])=[CH:25][CH:24]=2)[C@H:12]2[CH2:17][CH2:16][CH2:15][CH2:14][C@H:13]2[C:18]([NH2:20])=[O:19])(=[O:9])=[O:10])=[CH:4][CH:3]=1. The catalyst class is: 290. (2) Reactant: [F:1][C:2]1[CH:3]=[C:4]([OH:11])[CH:5]=[CH:6][C:7]=1[N+:8]([O-:10])=[O:9].Cl.Cl[CH2:14][CH2:15][N:16]1[CH2:21][CH2:20][O:19][CH2:18][CH2:17]1.C(=O)([O-])[O-].[K+].[K+]. Product: [F:1][C:2]1[CH:3]=[C:4]([CH:5]=[CH:6][C:7]=1[N+:8]([O-:10])=[O:9])[O:11][CH2:14][CH2:15][N:16]1[CH2:21][CH2:20][O:19][CH2:18][CH2:17]1. The catalyst class is: 21. (3) Reactant: [Cl:1][S:2]([C:5]1[CH:6]=[C:7]([CH:11]=[CH:12][CH:13]=1)[C:8](Cl)=[O:9])(=[O:4])=[O:3].[CH2:14]([OH:21])[C:15]1[CH:20]=[CH:19][CH:18]=[CH:17][CH:16]=1.N1C=CC=CC=1. Product: [Cl:1][S:2]([C:5]1[CH:6]=[C:7]([CH:11]=[CH:12][CH:13]=1)[C:8]([O:21][CH2:14][C:15]1[CH:20]=[CH:19][CH:18]=[CH:17][CH:16]=1)=[O:9])(=[O:4])=[O:3]. The catalyst class is: 30. (4) Reactant: [NH2:1][C:2]1[CH:3]=[C:4]([CH:8]=[C:9]([Br:11])[CH:10]=1)[C:5]([OH:7])=[O:6].C(N(CC)CC)C.[C:19]([O:23][C:24](O[C:24]([O:23][C:19]([CH3:22])([CH3:21])[CH3:20])=[O:25])=[O:25])([CH3:22])([CH3:21])[CH3:20]. Product: [Br:11][C:9]1[CH:8]=[C:4]([CH:3]=[C:2]([NH:1][C:24]([O:23][C:19]([CH3:22])([CH3:21])[CH3:20])=[O:25])[CH:10]=1)[C:5]([OH:7])=[O:6]. The catalyst class is: 38. (5) Reactant: C[O:2][C:3]([C:5]1[CH:35]=[CH:34][C:8]2[N:9]([CH2:23][CH2:24][N:25]([C:27]([O:29][C:30]([CH3:33])([CH3:32])[CH3:31])=[O:28])[CH3:26])[C:10]([NH:12][C:13]3[S:14][C:15]4[CH:21]=[C:20]([Cl:22])[CH:19]=[CH:18][C:16]=4[N:17]=3)=[N:11][C:7]=2[CH:6]=1)=[O:4].[OH-].[Na+]. Product: [C:30]([O:29][C:27]([N:25]([CH3:26])[CH2:24][CH2:23][N:9]1[C:8]2[CH:34]=[CH:35][C:5]([C:3]([OH:4])=[O:2])=[CH:6][C:7]=2[N:11]=[C:10]1[NH:12][C:13]1[S:14][C:15]2[CH:21]=[C:20]([Cl:22])[CH:19]=[CH:18][C:16]=2[N:17]=1)=[O:28])([CH3:33])([CH3:32])[CH3:31]. The catalyst class is: 92. (6) Reactant: [NH2:1][C@@H:2]([C:6]1[CH:11]=[CH:10][CH:9]=[CH:8][CH:7]=1)[C:3]([OH:5])=[O:4].[C:12](=[O:15])([O-])[O-:13].[Na+].[Na+].C(=O)(O)[O-].[Na+].[CH3:23][C:24]([CH3:26])=O. Product: [CH2:23]([O:13][C:12]([NH:1][C@@H:2]([C:6]1[CH:11]=[CH:10][CH:9]=[CH:8][CH:7]=1)[C:3]([OH:5])=[O:4])=[O:15])[C:24]1[CH:26]=[CH:7][CH:6]=[CH:2][CH:3]=1. The catalyst class is: 6. (7) Reactant: [CH2:1]([C:3]1[C:15]([OH:16])=[C:14]([CH2:17][CH3:18])[CH:13]=[C:12]2[C:4]=1[CH2:5][CH2:6][C:7]1([O:11]2)[CH2:10][CH2:9][CH2:8]1)[CH3:2].[CH3:19][O:20]C(Cl)Cl. Product: [CH2:1]([C:3]1[C:15]([OH:16])=[C:14]([CH2:17][CH3:18])[C:13]([CH:19]=[O:20])=[C:12]2[C:4]=1[CH2:5][CH2:6][C:7]1([O:11]2)[CH2:8][CH2:9][CH2:10]1)[CH3:2]. The catalyst class is: 528. (8) Reactant: [C:1]([NH:4][NH:5][C:6]([C:8]1[CH:26]=[CH:25][C:11]2[S:12][CH2:13][CH2:14][N:15]([S:16]([C:19]3[N:20]=[CH:21][N:22]([CH3:24])[CH:23]=3)(=[O:18])=[O:17])[C:10]=2[CH:9]=1)=[O:7])(=O)[CH3:2].C1CCN2C(=NCCC2)CC1.CC[N+](S(N=C(OC)[O-])(=O)=O)(CC)CC. Product: [CH3:2][C:1]1[O:7][C:6]([C:8]2[CH:26]=[CH:25][C:11]3[S:12][CH2:13][CH2:14][N:15]([S:16]([C:19]4[N:20]=[CH:21][N:22]([CH3:24])[CH:23]=4)(=[O:17])=[O:18])[C:10]=3[CH:9]=2)=[N:5][N:4]=1. The catalyst class is: 1. (9) Reactant: Cl[CH:2]([C:7]1[CH:8]=[C:9]([C:13]2[CH:14]=[CH:15][C:16]([O:19][CH3:20])=N[CH:18]=2)[O:10][C:11]=1[CH3:12])[CH2:3][CH:4]([CH3:6])[CH3:5].[NH2:21][C:22]1[CH:27]=[CH:26][C:25]([C:28]([N:30]([CH3:38])[CH2:31][CH2:32][C:33]([O:35][CH2:36][CH3:37])=[O:34])=[O:29])=[CH:24][CH:23]=1.[C:39](=O)([O-])[O-].[Na+].[Na+].[I-].[Na+]. The catalyst class is: 395. Product: [CH3:20][O:19][C:16]1[CH:15]=[CH:14][C:13]([C:9]2[O:10][C:11]([CH3:12])=[C:7]([CH:2]([NH:21][C:22]3[CH:23]=[CH:24][C:25]([C:28]([N:30]([CH3:38])[CH2:31][CH2:32][C:33]([O:35][CH2:36][CH3:37])=[O:34])=[O:29])=[CH:26][CH:27]=3)[CH2:3][CH:4]([CH3:6])[CH3:5])[CH:8]=2)=[CH:18][CH:39]=1.